This data is from Forward reaction prediction with 1.9M reactions from USPTO patents (1976-2016). The task is: Predict the product of the given reaction. (1) Given the reactants C([O-])([O-])=O.[K+].[K+].C([N:10]1[C:18]2[C:13](=[CH:14][CH:15]=[C:16]([CH3:19])[CH:17]=2)[C:12]([C:20]([NH:22][C:23]2[CH:28]=[CH:27][C:26]([N:29]3[C:33]([CH3:34])=[C:32]([C:35](=[O:39])[CH2:36][CH2:37][CH3:38])[CH:31]=[N:30]3)=[CH:25][CH:24]=2)=[O:21])=[CH:11]1)(=O)C, predict the reaction product. The product is: [C:35]([C:32]1[CH:31]=[N:30][N:29]([C:26]2[CH:27]=[CH:28][C:23]([NH:22][C:20]([C:12]3[C:13]4[C:18](=[CH:17][C:16]([CH3:19])=[CH:15][CH:14]=4)[NH:10][CH:11]=3)=[O:21])=[CH:24][CH:25]=2)[C:33]=1[CH3:34])(=[O:39])[CH2:36][CH2:37][CH3:38]. (2) Given the reactants [NH2:1][C:2]1[C:3]([C:16]2[N:17]([CH2:30][C:31]3[CH:36]=[CH:35][C:34]([O:37][CH3:38])=[CH:33][CH:32]=3)[C:18](=[O:29])[N:19]([CH2:21][CH2:22][N:23]3[CH2:28][CH2:27][O:26][CH2:25][CH2:24]3)[N:20]=2)=[N:4][N:5]([CH2:7][C:8]2[CH:13]=[CH:12][C:11]([O:14][CH3:15])=[CH:10][CH:9]=2)[CH:6]=1.[Cl:39][C:40]1[CH:41]=[CH:42][C:43]([O:49][CH3:50])=[C:44]([CH:48]=1)[C:45](O)=[O:46].C(Cl)CCl.C1C=CC2N(O)N=NC=2C=1.C([O-])(O)=O.[Na+], predict the reaction product. The product is: [Cl:39][C:40]1[CH:41]=[CH:42][C:43]([O:49][CH3:50])=[C:44]([CH:48]=1)[C:45]([NH:1][C:2]1[C:3]([C:16]2[N:17]([CH2:30][C:31]3[CH:32]=[CH:33][C:34]([O:37][CH3:38])=[CH:35][CH:36]=3)[C:18](=[O:29])[N:19]([CH2:21][CH2:22][N:23]3[CH2:28][CH2:27][O:26][CH2:25][CH2:24]3)[N:20]=2)=[N:4][N:5]([CH2:7][C:8]2[CH:13]=[CH:12][C:11]([O:14][CH3:15])=[CH:10][CH:9]=2)[CH:6]=1)=[O:46]. (3) Given the reactants [F:1][C:2]1[C:3]2[CH:4]=[C:5]3[C:14]4[N:15]=[C:16]([C:19]5[C:20]([N:38]([CH3:43])[S:39]([CH3:42])(=[O:41])=[O:40])=[CH:21][C:22]6[O:26][C:25]([C:27]7[CH:32]=[CH:31][C:30]([F:33])=[CH:29][CH:28]=7)=[C:24]([C:34]([NH2:36])=[O:35])[C:23]=6[CH:37]=5)[CH:17]=[CH:18][C:13]=4[O:12][CH2:11][N:6]3[C:7]=2[CH:8]=[CH:9][CH:10]=1, predict the reaction product. The product is: [CH3:7][N:6]([CH3:11])/[C:5](=[N:36]\[C:34]([C:24]1[C:23]2[CH:37]=[C:19]([C:16]3[CH:17]=[CH:18][C:13]4[O:12][CH2:11][N:6]5[C:7]6[CH:8]=[CH:9][CH:10]=[C:2]([F:1])[C:3]=6[CH:4]=[C:5]5[C:14]=4[N:15]=3)[C:20]([N:38]([CH3:43])[S:39]([CH3:42])(=[O:41])=[O:40])=[CH:21][C:22]=2[O:26][C:25]=1[C:27]1[CH:28]=[CH:29][C:30]([F:33])=[CH:31][CH:32]=1)=[O:35])/[CH3:4]. (4) Given the reactants [CH2:1]([C:5]1[CH:10]=[CH:9][CH:8]=[CH:7][C:6]=1[CH2:11][OH:12])[CH2:2][CH:3]=[CH2:4].[CH2:13]([O:16][C:17]1([CH3:46])[CH2:22][CH2:21][N:20]([C:23]2[N:28]3[N:29]=[C:30]([CH2:32]I)[CH:31]=[C:27]3[N:26]=[C:25]([CH3:34])[C:24]=2[C@H:35]([O:41][C:42]([CH3:45])([CH3:44])[CH3:43])[C:36]([O:38][CH2:39][CH3:40])=[O:37])[CH2:19][CH2:18]1)[CH:14]=[CH2:15].[H-].[Na+], predict the reaction product. The product is: [CH2:13]([O:16][C:17]1([CH3:46])[CH2:18][CH2:19][N:20]([C:23]2[N:28]3[N:29]=[C:30]([CH2:32][O:12][CH2:11][C:6]4[CH:7]=[CH:8][CH:9]=[CH:10][C:5]=4[CH2:1][CH2:2][CH:3]=[CH2:4])[CH:31]=[C:27]3[N:26]=[C:25]([CH3:34])[C:24]=2[C@H:35]([O:41][C:42]([CH3:45])([CH3:44])[CH3:43])[C:36]([O:38][CH2:39][CH3:40])=[O:37])[CH2:21][CH2:22]1)[CH:14]=[CH2:15]. (5) Given the reactants CC1(C)C(C)(C)OB([C:9]2[CH:32]=[CH:31][C:30]3[C:29]4[C:24](=[CH:25][CH:26]=[CH:27][CH:28]=4)[C:23]4[C:18](=[CH:19][CH:20]=[CH:21][CH:22]=4)[C:17]4[C:12](=[CH:13][CH:14]=[CH:15][CH:16]=4)[C:11]=3[CH:10]=2)O1.Br[C:35]1[CH:40]=[CH:39][CH:38]=[CH:37][C:36]=1[N+:41]([O-:43])=[O:42].C([O-])([O-])=O.[K+].[K+].O, predict the reaction product. The product is: [N+:41]([C:36]1[CH:37]=[CH:38][CH:39]=[CH:40][C:35]=1[C:26]1[CH:27]=[CH:28][C:29]2[C:30]3[C:11](=[CH:10][CH:9]=[CH:32][CH:31]=3)[C:12]3[C:17](=[CH:16][CH:15]=[CH:14][CH:13]=3)[C:18]3[C:23](=[CH:22][CH:21]=[CH:20][CH:19]=3)[C:24]=2[CH:25]=1)([O-:43])=[O:42]. (6) Given the reactants C([O:3][C:4](=[O:23])[CH2:5][O:6][C:7]1[CH:12]=[CH:11][C:10]([C:13]23[CH2:22][CH:17]4[CH2:18][CH:19]([CH2:21][CH:15]([CH2:16]4)[CH2:14]2)[CH2:20]3)=[CH:9][CH:8]=1)C.O[Li].O, predict the reaction product. The product is: [C:13]12([C:10]3[CH:9]=[CH:8][C:7]([O:6][CH2:5][C:4]([OH:23])=[O:3])=[CH:12][CH:11]=3)[CH2:20][CH:19]3[CH2:21][CH:15]([CH2:16][CH:17]([CH2:18]3)[CH2:22]1)[CH2:14]2.